From a dataset of Reaction yield outcomes from USPTO patents with 853,638 reactions. Predict the reaction yield, written as a fraction of the theoretical maximum amount of product (1.0 means a 100% yield; for example, 0.34 means a 34% yield). The reactants are [OH:1][C:2]1[C:11]2[C:6](=[CH:7][CH:8]=[CH:9][CH:10]=2)[NH:5][C:4](=[O:12])[C:3]=1[C:13]([O:15]CC)=O.[CH3:18][O:19][C:20]1[CH:36]=[CH:35][C:23]([CH2:24][NH:25][CH2:26][C:27]2[CH:32]=[CH:31][C:30]([O:33][CH3:34])=[CH:29][CH:28]=2)=[CH:22][CH:21]=1.C(OCC)C. The catalyst is C1(C)C=CC=CC=1. The product is [OH:1][C:2]1[C:11]2[C:6](=[CH:7][CH:8]=[CH:9][CH:10]=2)[NH:5][C:4](=[O:12])[C:3]=1[C:13]([N:25]([CH2:24][C:23]1[CH:22]=[CH:21][C:20]([O:19][CH3:18])=[CH:36][CH:35]=1)[CH2:26][C:27]1[CH:28]=[CH:29][C:30]([O:33][CH3:34])=[CH:31][CH:32]=1)=[O:15]. The yield is 0.950.